The task is: Predict the product of the given reaction.. This data is from Forward reaction prediction with 1.9M reactions from USPTO patents (1976-2016). The product is: [CH3:24][O:23][C:16]1[N:15]=[C:14]([CH2:2][CH2:1][CH3:5])[CH:21]=[C:20]([CH3:22])[C:17]=1[C:18]#[N:19]. Given the reactants [CH2:1]1[CH2:5]OC[CH2:2]1.CN1C(=O)CCC1.Cl[C:14]1[CH:21]=[C:20]([CH3:22])[C:17]([C:18]#[N:19])=[C:16]([O:23][CH3:24])[N:15]=1.C([Mg]Br)CC.Cl, predict the reaction product.